From a dataset of Forward reaction prediction with 1.9M reactions from USPTO patents (1976-2016). Predict the product of the given reaction. (1) Given the reactants [CH2:1]([NH2:8])[C:2]1[CH:7]=[CH:6][CH:5]=[CH:4][CH:3]=1.[F:9][C:10]1[CH:20]=[C:19](F)[C:18]([N+:22]([O-:24])=[O:23])=[CH:17][C:11]=1[C:12]([O:14][CH2:15][CH3:16])=[O:13], predict the reaction product. The product is: [CH2:1]([NH:8][C:19]1[C:18]([N+:22]([O-:24])=[O:23])=[CH:17][C:11]([C:12]([O:14][CH2:15][CH3:16])=[O:13])=[C:10]([F:9])[CH:20]=1)[C:2]1[CH:7]=[CH:6][CH:5]=[CH:4][CH:3]=1. (2) The product is: [OH:16][C:11]1[CH:10]=[CH:9][C:8]2[C:7]3[C:6](=[CH:2][C:3](=[O:4])[N:20]([CH3:19])[N:21]=3)[CH2:15][CH2:14][C:13]=2[CH:12]=1. Given the reactants O[CH:2]([CH:6]1[CH2:15][CH2:14][C:13]2[C:8](=[CH:9][CH:10]=[C:11]([O:16]C)[CH:12]=2)[C:7]1=O)[C:3](O)=[O:4].[CH3:19][NH:20][NH2:21].B(Br)(Br)Br, predict the reaction product. (3) Given the reactants [C:1]([C:3]1[CH:4]=[C:5]([C:16]([O:18]C)=[O:17])[C:6]2[C:7]([CH3:15])=[CH:8][N:9]([CH:12]([CH3:14])[CH3:13])[C:10]=2[CH:11]=1)#[N:2].CO.[OH-].[Na+], predict the reaction product. The product is: [C:1]([C:3]1[CH:4]=[C:5]([C:16]([OH:18])=[O:17])[C:6]2[C:7]([CH3:15])=[CH:8][N:9]([CH:12]([CH3:14])[CH3:13])[C:10]=2[CH:11]=1)#[N:2]. (4) Given the reactants C([O:3][C:4]([C:6]1([CH2:21][CH2:22]OC)[CH2:11][CH2:10][N:9]([S:12]([C:15]2[CH:20]=[CH:19][CH:18]=[CH:17][CH:16]=2)(=[O:14])=[O:13])[CH2:8][CH2:7]1)=O)C.[Cl-].C[Al+]C.[NH2:29][C:30]1[CH:31]=[CH:32][C:33]([Cl:36])=[N:34][CH:35]=1, predict the reaction product. The product is: [C:15]1([S:12]([N:9]2[CH2:10][CH2:11][C:6]3([C:4](=[O:3])[N:29]([C:30]4[CH:35]=[N:34][C:33]([Cl:36])=[CH:32][CH:31]=4)[CH2:22][CH2:21]3)[CH2:7][CH2:8]2)(=[O:13])=[O:14])[CH:20]=[CH:19][CH:18]=[CH:17][CH:16]=1. (5) Given the reactants Cl.Cl.[S:3]1[C:7]2[CH:8]=[CH:9][CH:10]=[CH:11][C:6]=2[N:5]=[C:4]1[NH:12][C:13]([C:15]1[CH:16]=[CH:17][CH:18]=[C:19]2[C:24]=1[CH2:23][NH:22][CH2:21][CH2:20]2)=[O:14].[N:25]1([C:30](N2C=CN=C2)=[S:31])C=CN=C1.N.CO.Br[CH:41]([CH2:49][CH2:50][CH2:51][Cl:52])[C:42](=O)[C:43]([O:45][CH2:46][CH3:47])=[O:44], predict the reaction product. The product is: [S:3]1[C:7]2[CH:8]=[CH:9][CH:10]=[CH:11][C:6]=2[N:5]=[C:4]1[NH:12][C:13]([C:15]1[CH:16]=[CH:17][CH:18]=[C:19]2[C:24]=1[CH2:23][N:22]([C:30]1[S:31][C:41]([CH2:49][CH2:50][CH2:51][Cl:52])=[C:42]([C:43]([O:45][CH2:46][CH3:47])=[O:44])[N:25]=1)[CH2:21][CH2:20]2)=[O:14].